From a dataset of Full USPTO retrosynthesis dataset with 1.9M reactions from patents (1976-2016). Predict the reactants needed to synthesize the given product. (1) Given the product [F:14][CH:15]([F:21])[C:16]1[O:1][N:2]=[C:3]([C:5]2[CH:6]=[N:7][CH:8]=[C:9]([CH:13]=2)[C:10]([OH:12])=[O:11])[N:4]=1, predict the reactants needed to synthesize it. The reactants are: [OH:1][N:2]=[C:3]([C:5]1[CH:6]=[N:7][CH:8]=[C:9]([CH:13]=1)[C:10]([OH:12])=[O:11])[NH2:4].[F:14][CH:15]([F:21])[C:16](OCC)=O. (2) Given the product [NH:50]1[C:54]2[CH:55]=[CH:56][CH:57]=[CH:58][C:53]=2[N:52]=[C:51]1[CH:59]1[CH2:64][CH2:63][CH2:62][CH:61]([NH:65][C:11](=[O:13])[CH2:10][C:8]2[NH:7][C:6]3[CH:14]=[C:2]([Cl:1])[CH:3]=[CH:4][C:5]=3[N:9]=2)[CH2:60]1, predict the reactants needed to synthesize it. The reactants are: [Cl:1][C:2]1[CH:3]=[CH:4][C:5]2[N:9]=[C:8]([CH2:10][C:11]([OH:13])=O)[NH:7][C:6]=2[CH:14]=1.CN(C(ON1N=NC2C=CC=CC1=2)=[N+](C)C)C.F[P-](F)(F)(F)(F)F.CCN(C(C)C)C(C)C.Cl.Cl.[NH:50]1[C:54]2[CH:55]=[CH:56][CH:57]=[CH:58][C:53]=2[N:52]=[C:51]1[CH:59]1[CH2:64][CH2:63][CH2:62][CH:61]([NH2:65])[CH2:60]1.C(=O)(O)[O-].[Na+].